This data is from Reaction yield outcomes from USPTO patents with 853,638 reactions. The task is: Predict the reaction yield, written as a fraction of the theoretical maximum amount of product (1.0 means a 100% yield; for example, 0.34 means a 34% yield). (1) The reactants are [Br:1][C:2]1[CH:3]=[C:4]([OH:9])[CH:5]=[C:6]([Br:8])[CH:7]=1.Br[CH2:11][CH2:12][CH2:13][CH2:14][N:15]1[C:19](=[O:20])[C:18]2=[CH:21][CH:22]=[CH:23][CH:24]=[C:17]2[C:16]1=[O:25].C([O-])([O-])=O.[K+].[K+].C1OCCOCCOCCOCCOCCOC1. The catalyst is O.CC(C)=O. The product is [C:16]1(=[O:25])[N:15]([CH2:14][CH2:13][CH2:12][CH2:11][O:9][C:4]2[CH:3]=[C:2]([Br:1])[CH:7]=[C:6]([Br:8])[CH:5]=2)[C:19](=[O:20])[C:18]2=[CH:21][CH:22]=[CH:23][CH:24]=[C:17]12. The yield is 0.870. (2) The reactants are C[O:2][C:3](=[O:24])[C:4]1[CH:9]=[C:8]([C:10]2[S:11][CH:12]=[C:13]([C:15]3[CH:20]=[CH:19][C:18]([Cl:21])=[C:17]([Cl:22])[CH:16]=3)[N:14]=2)[CH:7]=[CH:6][C:5]=1Br.[Cl:25][C:26]1[CH:31]=[CH:30][CH:29]=[C:28]([O:32][CH3:33])[C:27]=1B(O)O. No catalyst specified. The product is [Cl:25][C:26]1[CH:31]=[CH:30][CH:29]=[C:28]([O:32][CH3:33])[C:27]=1[C:5]1[C:4]([C:3]([OH:2])=[O:24])=[CH:9][C:8]([C:10]2[S:11][CH:12]=[C:13]([C:15]3[CH:20]=[CH:19][C:18]([Cl:21])=[C:17]([Cl:22])[CH:16]=3)[N:14]=2)=[CH:7][CH:6]=1. The yield is 0.0400. (3) The reactants are [CH3:1][Li].[Br:3][C:4]1[CH:5]=[CH:6][C:7]([Cl:12])=[C:8]([CH:11]=1)[CH:9]=[O:10]. The catalyst is C1COCC1. The product is [Br:3][C:4]1[CH:5]=[CH:6][C:7]([Cl:12])=[C:8]([CH:9]([OH:10])[CH3:1])[CH:11]=1. The yield is 0.910. (4) The reactants are [Br:1][C:2]1[C:3]([O:10][C:11]2[CH:16]=[CH:15][C:14]([F:17])=[CH:13][C:12]=2[F:18])=[N:4][CH:5]=[C:6]([CH2:8]Br)[CH:7]=1.[CH3:19][S-:20].[Na+]. The catalyst is CN(C)C=O. The product is [Br:1][C:2]1[C:3]([O:10][C:11]2[CH:16]=[CH:15][C:14]([F:17])=[CH:13][C:12]=2[F:18])=[N:4][CH:5]=[C:6]([CH2:8][S:20][CH3:19])[CH:7]=1. The yield is 0.960. (5) The reactants are [F:1][C:2]1[C:3](=[O:18])[N:4]([CH3:17])[CH:5]=[C:6](B2OC(C)(C)C(C)(C)O2)[CH:7]=1.Br[C:20]1[CH:34]=[C:33]([S:35]([CH3:38])(=[O:37])=[O:36])[CH:32]=[CH:31][C:21]=1[O:22][C:23]1[CH:28]=[CH:27][C:26]([F:29])=[CH:25][C:24]=1[F:30]. The catalyst is O1CCOCC1.C(=O)(O)[O-].C1C=CC(P(C2C=CC=CC=2)[C-]2C=CC=C2)=CC=1.C1C=CC(P(C2C=CC=CC=2)[C-]2C=CC=C2)=CC=1.Cl[Pd]Cl.[Fe+2]. The product is [F:30][C:24]1[CH:25]=[C:26]([F:29])[CH:27]=[CH:28][C:23]=1[O:22][C:21]1[CH:31]=[CH:32][C:33]([S:35]([CH3:38])(=[O:37])=[O:36])=[CH:34][C:20]=1[C:6]1[CH:7]=[C:2]([F:1])[C:3](=[O:18])[N:4]([CH3:17])[CH:5]=1. The yield is 0.460. (6) The reactants are [Cl:1][C:2]1[CH:3]=[C:4]([CH:9]=[C:10]([Cl:12])[N:11]=1)[C:5](OC)=[O:6].[NH2:13][NH2:14]. The catalyst is CC(O)C. The product is [Cl:1][C:2]1[CH:3]=[C:4]([CH:9]=[C:10]([Cl:12])[N:11]=1)[C:5]([NH:13][NH2:14])=[O:6]. The yield is 0.670. (7) The reactants are [C:1]12([NH2:12])[CH2:10][CH:5]3[CH2:6][CH:7]([CH2:9][C:3]([NH2:11])([CH2:4]3)[CH2:2]1)[CH2:8]2.CCN(C(C)C)C(C)C.[CH3:22][N:23]1[CH:27]=[CH:26][C:25]([C:28]([OH:30])=O)=[N:24]1.[CH3:31][C:32]1[N:33]=[CH:34][C:35]([C:38](O)=[O:39])=[N:36][CH:37]=1.F[P-](F)(F)(F)(F)F.N1(O[P+](N2CCCC2)(N2CCCC2)N2CCCC2)C2C=CC=CC=2N=N1. The catalyst is C(Cl)Cl. The product is [CH3:22][N:23]1[CH:27]=[CH:26][C:25]([C:28]([NH:12][C:1]23[CH2:10][CH:5]4[CH2:6][CH:7]([CH2:9][C:3]([NH:11][C:38]([C:35]5[CH:34]=[N:33][C:32]([CH3:31])=[CH:37][N:36]=5)=[O:39])([CH2:4]4)[CH2:2]2)[CH2:8]3)=[O:30])=[N:24]1. The yield is 0.370. (8) The reactants are [N+:1]([C:4]1[CH:10]=[C:9]([C:11]([F:14])([F:13])[F:12])[CH:8]=[CH:7][C:5]=1[NH2:6])([O-:3])=[O:2].Cl.N([O-])=O.[Na+].[OH-:20].[Na+].[CH2:22]([OH:24])[CH3:23]. The catalyst is O.S(=O)(=O)(O)N. The product is [OH:24][CH2:22][C:23]1[CH:8]=[C:9]([CH3:11])[CH:10]=[C:4]([N:1]=[N:6][C:5]2[CH:7]=[CH:8][C:9]([C:11]([F:12])([F:13])[F:14])=[CH:10][C:4]=2[N+:1]([O-:3])=[O:2])[C:5]=1[OH:20]. The yield is 0.760. (9) The reactants are [NH:1]1[CH2:6][CH2:5][CH:4]([CH2:7][O:8][C:9]2[CH:18]=[CH:17][CH:16]=[C:15]3[C:10]=2[C:11]([NH2:20])=[N:12][C:13]([NH2:19])=[N:14]3)[CH2:3][CH2:2]1.[C:21]1([CH3:30])[C:22]([C:27](Cl)=[O:28])=[CH:23][CH:24]=[CH:25][CH:26]=1. No catalyst specified. The product is [NH2:19][C:13]1[N:12]=[C:11]([NH2:20])[C:10]2[C:15](=[CH:16][CH:17]=[CH:18][C:9]=2[O:8][CH2:7][CH:4]2[CH2:5][CH2:6][N:1]([C:27]([C:22]3[CH:23]=[CH:24][CH:25]=[CH:26][C:21]=3[CH3:30])=[O:28])[CH2:2][CH2:3]2)[N:14]=1. The yield is 0.700. (10) The reactants are C(OC(=O)[NH:7][C:8]1[S:9][C:10]([C:36]2[CH:41]=[CH:40][CH:39]=[CH:38][N:37]=2)=[CH:11][C:12]=1[C:13]([N:15]1[CH2:20][CH2:19][CH:18]([N:21]2[CH2:35][CH2:34][CH2:33][C:23]3([C:27](=[O:28])[N:26]([CH:29]4[CH2:31][CH2:30]4)[C:25](=[O:32])[CH2:24]3)[CH2:22]2)[CH2:17][CH2:16]1)=[O:14])(C)(C)C.C(=O)([O-])[O-].[K+].[K+]. The catalyst is FC(F)(F)C(O)=O. The product is [NH2:7][C:8]1[S:9][C:10]([C:36]2[CH:41]=[CH:40][CH:39]=[CH:38][N:37]=2)=[CH:11][C:12]=1[C:13]([N:15]1[CH2:20][CH2:19][CH:18]([N:21]2[CH2:35][CH2:34][CH2:33][C:23]3([C:27](=[O:28])[N:26]([CH:29]4[CH2:31][CH2:30]4)[C:25](=[O:32])[CH2:24]3)[CH2:22]2)[CH2:17][CH2:16]1)=[O:14]. The yield is 0.880.